From a dataset of Merck oncology drug combination screen with 23,052 pairs across 39 cell lines. Regression. Given two drug SMILES strings and cell line genomic features, predict the synergy score measuring deviation from expected non-interaction effect. (1) Drug 1: O=c1[nH]cc(F)c(=O)[nH]1. Drug 2: CC(C)CC(NC(=O)C(Cc1ccccc1)NC(=O)c1cnccn1)B(O)O. Cell line: A2058. Synergy scores: synergy=-5.24. (2) Drug 1: CN(C)C(=N)N=C(N)N. Drug 2: C#Cc1cccc(Nc2ncnc3cc(OCCOC)c(OCCOC)cc23)c1. Cell line: OVCAR3. Synergy scores: synergy=-14.0. (3) Drug 1: NC(=O)c1cccc2cn(-c3ccc(C4CCCNC4)cc3)nc12. Drug 2: CC(C)CC(NC(=O)C(Cc1ccccc1)NC(=O)c1cnccn1)B(O)O. Cell line: A427. Synergy scores: synergy=-8.64. (4) Drug 1: CN1C(=O)C=CC2(C)C3CCC4(C)C(NC(=O)OCC(F)(F)F)CCC4C3CCC12. Drug 2: NC(=O)c1cccc2cn(-c3ccc(C4CCCNC4)cc3)nc12. Cell line: OV90. Synergy scores: synergy=-5.38. (5) Cell line: ZR751. Drug 1: Cn1nnc2c(C(N)=O)ncn2c1=O. Drug 2: NC1(c2ccc(-c3nc4ccn5c(=O)[nH]nc5c4cc3-c3ccccc3)cc2)CCC1. Synergy scores: synergy=5.05. (6) Synergy scores: synergy=7.82. Drug 2: COC1=C2CC(C)CC(OC)C(O)C(C)C=C(C)C(OC(N)=O)C(OC)C=CC=C(C)C(=O)NC(=CC1=O)C2=O. Cell line: UWB1289BRCA1. Drug 1: O=P1(N(CCCl)CCCl)NCCCO1. (7) Drug 1: N#Cc1ccc(Cn2cncc2CN2CCN(c3cccc(Cl)c3)C(=O)C2)cc1. Drug 2: O=C(CCCCCCC(=O)Nc1ccccc1)NO. Cell line: COLO320DM. Synergy scores: synergy=9.47. (8) Drug 1: O=c1[nH]cc(F)c(=O)[nH]1. Drug 2: COC1=C2CC(C)CC(OC)C(O)C(C)C=C(C)C(OC(N)=O)C(OC)C=CC=C(C)C(=O)NC(=CC1=O)C2=O. Cell line: LOVO. Synergy scores: synergy=-6.35.